The task is: Regression. Given a target protein amino acid sequence and a drug SMILES string, predict the binding affinity score between them. We predict pIC50 (pIC50 = -log10(IC50 in M); higher means more potent). Dataset: bindingdb_ic50.. This data is from Drug-target binding data from BindingDB using IC50 measurements. (1) The compound is CC(=O)N[C@@H](Cc1ccc(CC(=O)O)c(C(=O)O)c1)C(=O)N[C@H]1CCCCN(Cc2ccc(-c3ccccc3)cc2)C1=O. The target protein sequence is SIQAEEWYFGKITRRESERLLLNAENPRGTFLVRESETTKGAYCLSVSDFDNAKGLNVKHYKIRKLDSGGFYITSRTQFNSLQQLVAYYSKHADGLCHRLTTVCPTSK. The pIC50 is 6.3. (2) The compound is FC1(F)CCC(Nc2nc(Nc3ccnc(C(F)(F)F)c3)nc(-c3cccc(C(F)(F)F)n3)n2)C1. The target protein sequence is MSKKISGGSVVEMQGDEMTRIIWELIKEKLIFPYVELDLHSYDLGIENRDATNDQVTKDAAEAIKKHNVGVKCATITPDEKRVEEFKLKQMWKSPNGTIRNILGGTVFREAIICKNIPRLVSGWVKPIIIGCHAYGDQYRATDFVVPGPGKVEITYTPSDGTQKVTYLVHNFEEGGGVAMGMYNQDKSIEDFAHSSFQMALSKGWPLYLSTKNTILKKYDGRFKDIFQEIYDKQYKSQFEAQKIWYEHRLIDDMVAQAMKSEGGFIWACKNYDGDVQSDSVAQGYGSLGMMTSVLVCPDGKTVEAEAAHGTVTRHYRMYQKGQETSTNPIASIFAWTRGLAHRAKLDNNKELAFFANALEEVSIETIEAGFMTKDLAACIKGLPNVQRSDYLNTFEFMDKLGENLKIKLAQAKL. The pIC50 is 7.3. (3) The small molecule is CC1(C)OC(=O)N(c2ccc(-n3c(=O)oc4ccccc43)cc2)[C@H]1c1ccccc1. The target protein sequence is QGTNPYLTFHCVNQGTILLDLAPEDKEYQSVEEEMQSTIREHRDGGNAGGIFNRYNVIRIQKVVNKKLRERFCHRQKEVSEENHNHHNERMLFHGSPFINAIIHKGFDERHAYIGGMFGAGIYFAENSSKSNQYVYGIGGGTGCPTHKDRSCYICHRQMLFCRVTLGKSFLQFSTMKMAHAPPGHHSVIGRPSVNGLAYAEYVIYRGEQAYPEYLITYQIMKPEAPSQTATAAEQ. The pIC50 is 5.5. (4) The compound is COc1cc(O)c2c(c1)oc(=O)c1c3cc(O)c(O)cc3oc21. The target protein sequence is MPSYTVTVATGSQWFAGTDDYIYLSLVGSAGCSEKHLLDKPFYNDFERGAVDSYDVTVDEELGDIQLIKIEKRKYWLHDDWYLKYITLKTPCGDYIEFPCYRWISGEGEIVLRDGRAKLACDDQIHVLKQHRRKELETRQKQYRWMEWNPGFPLSIDAKCHRDLPRDIQFDSEKGVDFVLNYSKAMENLFINRFMHMFQSSWSDFADFEKIFVKISNTISERVMNHWQEDFMFGYQFLNGCNPVLIQRCTKLPKKLPVTTAMVECSLERQLTLEQEVEQGNIFIVDFELLDGIDANKTDPCTLQFLAAPVCLLYKNLANKIVPIAIQLNQVPGDENPIFLPSDAKYDWLLAKIWVRSSDFHVHQTITHLLRTHLVSEVFGIAMYRQLPAVHPIFKLLVAHVRFTIAINTKAREQLICEYGLFDKANATGGGGHVQMVQRAMQDLTYASLCFPENIKARGMDSKEDIPTYFYRDDGLLVWEAIKKFTAEVVDIYYESDKVV.... The pIC50 is 2.6. (5) The small molecule is Cn1ccc2c3nc4ccc(Br)cc4c4c3c(c(=[OH+])c-2c1)[N+](C)(C)CC4=O. The target protein (O25801) has sequence MKTYNVAIVGASGAVGQELIKGLENSFFPIKKFVPLASTRSAGKKIKAFNKDYEILETTHEVFEREKIDIAFFSAGGSVSEEFATSASKTALVVDNTSFFRLNKDVPLVVPEINAKEIFNAPLNIIANPNCSTIQMTQILNPLHLHFKIKSVIVSTYQAVSGAGNKGIESLKNELKTALECLEKDPTIDLNQVLQAGAFAYPIAFNAIAHIDTFKENGYTKEELKMLHETHKIMGVDFPISATCVRVPVLRSHSESLSIAFEKEFDLKEVYEVLKNAPSVAVCDDPSHNLYPTPLKASHTDSVFIGRLRKDLFDKKTLHGFCVADQLRVGAATNALKIALHYIKNA. The pIC50 is 3.5.